Dataset: Experimentally validated miRNA-target interactions with 360,000+ pairs, plus equal number of negative samples. Task: Binary Classification. Given a miRNA mature sequence and a target amino acid sequence, predict their likelihood of interaction. The protein sequence of the target gene is MENSHPPHHHHQQPPPQPGPSGERRNHHWRSYKLMIDPALKKGHHKLYRYDGQHFSLAMSSNRPVEIVEDPRVVGIWTKNKELELSVPKFKIDEFYVGPVPPKQVTFAKLNDNIRENFLRDMCKKYGEVEEVEILYNPKTKKHLGIAKVVFATVRGAKDAVQHLHSTSVMGNIIHVELDTKGETRMRFYELLVTGRYTPQTLPVGELDAVSPIVNETLQLSDALKRLKDGGLSAGCGSGSSSVTPNSGGTPFSQDTAYSSCRLDTPNSYGQGTPLTPRLGTPFSQDSSYSSRQPTPSYLF.... The miRNA is hsa-miR-6835-5p with sequence AGGGGGUAGAAAGUGGCUGAAG. Result: 1 (interaction).